Dataset: Forward reaction prediction with 1.9M reactions from USPTO patents (1976-2016). Task: Predict the product of the given reaction. (1) Given the reactants [Li+].[OH-].[N:3]1[CH:8]=[CH:7][CH:6]=[CH:5][C:4]=1[NH:9][CH2:10][CH2:11][CH2:12][O:13][C:14]1[CH:35]=[CH:34][C:17]2[CH2:18][CH:19]([CH2:29][C:30]([O:32]C)=[O:31])[C:20](=[O:28])[N:21]([CH2:23][C:24]([F:27])([F:26])[F:25])[CH2:22][C:16]=2[CH:15]=1, predict the reaction product. The product is: [O:28]=[C:20]1[CH:19]([CH2:29][C:30]([OH:32])=[O:31])[CH2:18][C:17]2[CH:34]=[CH:35][C:14]([O:13][CH2:12][CH2:11][CH2:10][NH:9][C:4]3[CH:5]=[CH:6][CH:7]=[CH:8][N:3]=3)=[CH:15][C:16]=2[CH2:22][N:21]1[CH2:23][C:24]([F:27])([F:25])[F:26]. (2) Given the reactants [C:1]([O-:4])(=[S:3])[CH3:2].[K+].CS(O[CH2:11][CH2:12][CH:13]([NH:21][C:22]([O:24][C:25]([CH3:28])([CH3:27])[CH3:26])=[O:23])[C:14]1[CH:19]=[CH:18][C:17]([Cl:20])=[CH:16][CH:15]=1)(=O)=O, predict the reaction product. The product is: [C:1](=[O:4])([S:3][CH2:11][CH2:12][CH:13]([NH:21][C:22]([O:24][C:25]([CH3:26])([CH3:28])[CH3:27])=[O:23])[C:14]1[CH:15]=[CH:16][C:17]([Cl:20])=[CH:18][CH:19]=1)[CH3:2].